Dataset: Catalyst prediction with 721,799 reactions and 888 catalyst types from USPTO. Task: Predict which catalyst facilitates the given reaction. (1) Reactant: [I:1][C:2]1[CH:3]=[N:4][NH:5][CH:6]=1.C([O-])([O-])=O.[K+].[K+].Cl[CH2:14][C:15]1[CH:20]=[CH:19][C:18]([O:21][CH3:22])=[CH:17][CH:16]=1.CCOCC. Product: [I:1][C:2]1[CH:3]=[N:4][N:5]([CH2:14][C:15]2[CH:20]=[CH:19][C:18]([O:21][CH3:22])=[CH:17][CH:16]=2)[CH:6]=1. The catalyst class is: 18. (2) Reactant: [C:1]1([CH2:7][CH2:8][CH2:9][CH2:10][CH2:11][CH2:12][CH2:13][NH:14][C:15]([C:17]2[CH:18]=[C:19]([C:32]3[CH:37]=[C:36]([CH3:38])[CH:35]=[C:34]([CH3:39])[CH:33]=3)[C:20]([OH:31])=[C:21]([C:23]3[CH:28]=[C:27]([CH3:29])[CH:26]=[C:25]([CH3:30])[CH:24]=3)[CH:22]=2)=[O:16])[CH:6]=[CH:5][CH:4]=[CH:3][CH:2]=1.C([O-])([O-])=O.[K+].[K+].[CH2:46]([O:48][C:49](=[O:54])[CH2:50][CH2:51][CH2:52]Br)[CH3:47]. Product: [CH2:46]([O:48][C:49](=[O:54])[CH2:50][CH2:51][CH2:52][O:31][C:20]1[C:21]([C:23]2[CH:24]=[C:25]([CH3:30])[CH:26]=[C:27]([CH3:29])[CH:28]=2)=[CH:22][C:17]([C:15](=[O:16])[NH:14][CH2:13][CH2:12][CH2:11][CH2:10][CH2:9][CH2:8][CH2:7][C:1]2[CH:6]=[CH:5][CH:4]=[CH:3][CH:2]=2)=[CH:18][C:19]=1[C:32]1[CH:37]=[C:36]([CH3:38])[CH:35]=[C:34]([CH3:39])[CH:33]=1)[CH3:47]. The catalyst class is: 3.